Predict the reactants needed to synthesize the given product. From a dataset of Full USPTO retrosynthesis dataset with 1.9M reactions from patents (1976-2016). (1) Given the product [CH2:15]([O:14][C:12](=[O:13])[NH:11][CH:8]1[CH2:7][C:6](=[O:5])[O:18][CH:9]1[O:10][CH2:49][CH2:48][CH2:47][C:41]1[CH:46]=[CH:45][CH:44]=[CH:43][CH:42]=1)[CH:16]=[CH2:17], predict the reactants needed to synthesize it. The reactants are: C([O:5][C:6](=[O:18])[CH2:7][CH:8]([NH:11][C:12]([O:14][CH2:15][CH:16]=[CH2:17])=[O:13])[CH2:9][OH:10])(C)(C)C.C(OC(=O)NC1CC(=O)OC1OCCC1C=CC=CC=1)C=C.[C:41]1([CH2:47][CH2:48][CH2:49]O)[CH:46]=[CH:45][CH:44]=[CH:43][CH:42]=1. (2) Given the product [Cl:14][CH2:15][CH2:16][CH2:17][N:12]1[CH2:11][CH2:10][S:9][C:8]2[CH:13]=[C:4]([N+:1]([O-:3])=[O:2])[CH:5]=[CH:6][C:7]1=2, predict the reactants needed to synthesize it. The reactants are: [N+:1]([C:4]1[CH:5]=[CH:6][C:7]2[NH:12][CH2:11][CH2:10][S:9][C:8]=2[CH:13]=1)([O-:3])=[O:2].[Cl:14][CH2:15][CH2:16][CH2:17]I.[OH-].[Na+]. (3) The reactants are: [NH2:1][C:2]1[CH:3]=[C:4]([CH:10]=[CH:11][CH:12]=1)[C:5]([O:7][CH2:8][CH3:9])=[O:6].[F:13][C:14]1[CH:22]=[CH:21][C:20]([F:23])=[CH:19][C:15]=1[C:16](Cl)=[O:17]. Given the product [F:13][C:14]1[CH:22]=[CH:21][C:20]([F:23])=[CH:19][C:15]=1[C:16]([NH:1][C:2]1[CH:3]=[C:4]([CH:10]=[CH:11][CH:12]=1)[C:5]([O:7][CH2:8][CH3:9])=[O:6])=[O:17], predict the reactants needed to synthesize it. (4) The reactants are: [CH2:1]([NH:8][C:9]([C:11]1[CH:20]=[CH:19][C:18]2[C:13](=[C:14](Br)[CH:15]=[N:16][CH:17]=2)[N:12]=1)=[O:10])[C:2]1[CH:7]=[CH:6][CH:5]=[CH:4][CH:3]=1.[Cl:22][C:23]1[CH:28]=[CH:27][CH:26]=[CH:25][C:24]=1B(O)O.C(=O)([O-])[O-].[Cs+].[Cs+]. Given the product [CH2:1]([NH:8][C:9]([C:11]1[CH:20]=[CH:19][C:18]2[C:13](=[C:14]([C:24]3[CH:25]=[CH:26][CH:27]=[CH:28][C:23]=3[Cl:22])[CH:15]=[N:16][CH:17]=2)[N:12]=1)=[O:10])[C:2]1[CH:7]=[CH:6][CH:5]=[CH:4][CH:3]=1, predict the reactants needed to synthesize it.